Dataset: Forward reaction prediction with 1.9M reactions from USPTO patents (1976-2016). Task: Predict the product of the given reaction. (1) Given the reactants [NH2:1][C:2]1[N:11]=[CH:10][C:9]2[C:8](SC)=[N:7][CH:6]=[N:5][C:4]=2[CH:3]=1.[F:14][C:15]1[CH:16]=[C:17]([CH:19]=[CH:20][CH:21]=1)[NH2:18], predict the reaction product. The product is: [NH2:1][C:2]1[N:11]=[CH:10][C:9]2[C:8]([NH:18][C:17]3[CH:19]=[CH:20][CH:21]=[C:15]([F:14])[CH:16]=3)=[N:7][CH:6]=[N:5][C:4]=2[CH:3]=1. (2) Given the reactants COC1C=CC([C@@H:9]([N:11]([CH2:22][C:23]2[N:24]=[C:25]3[CH:30]=[CH:29][CH:28]=[C:27]([N:31]4[CH2:36][CH2:35][N:34]([CH3:37])[CH2:33][CH2:32]4)[N:26]3[CH:38]=2)[C@@H:12]2[C:21]3[N:20]=[CH:19][CH:18]=[CH:17][C:16]=3[CH2:15][CH2:14][CH2:13]2)[CH3:10])=CC=1.[CH:39]([C:42]1[CH:49]=[CH:48]C(C=O)=[CH:44][CH:43]=1)([CH3:41])[CH3:40], predict the reaction product. The product is: [CH3:40][CH:39]([C:42]1[CH:49]=[CH:48][C:10]([CH2:9][N:11]([CH2:22][C:23]2[N:24]=[C:25]3[CH:30]=[CH:29][CH:28]=[C:27]([N:31]4[CH2:32][CH2:33][N:34]([CH3:37])[CH2:35][CH2:36]4)[N:26]3[CH:38]=2)[C@@H:12]2[C:21]3[N:20]=[CH:19][CH:18]=[CH:17][C:16]=3[CH2:15][CH2:14][CH2:13]2)=[CH:44][CH:43]=1)[CH3:41]. (3) Given the reactants C(O[C:4]([C@H:6]1[C@@H:11]([N:12]([C:18](=[O:33])[CH2:19][C:20]2[NH:25][C:24]3[CH:26]=[CH:27][C:28]([I:30])=[CH:29][C:23]=3[S:22](=[O:32])(=[O:31])[N:21]=2)[CH2:13][CH2:14][CH:15]([CH3:17])[CH3:16])[C@H:10]2[CH2:34][C@@H:7]1[CH2:8][CH2:9]2)=[O:5])C.[O-]CC.[Na+].Cl, predict the reaction product. The product is: [OH:5][C:4]1[C@H:6]2[C@H:11]([C@H:10]3[CH2:34][C@@H:7]2[CH2:8][CH2:9]3)[N:12]([CH2:13][CH2:14][CH:15]([CH3:17])[CH3:16])[C:18](=[O:33])[C:19]=1[C:20]1[NH:25][C:24]2[CH:26]=[CH:27][C:28]([I:30])=[CH:29][C:23]=2[S:22](=[O:32])(=[O:31])[N:21]=1. (4) The product is: [CH3:1][O:2][CH2:3][CH2:4][N:5]([CH3:13])[C:6]1[N:7]=[CH:8][C:9]([NH:12][C:19](=[O:20])[O:21][C:22]2[CH:27]=[CH:26][CH:25]=[CH:24][CH:23]=2)=[CH:10][CH:11]=1. Given the reactants [CH3:1][O:2][CH2:3][CH2:4][N:5]([CH3:13])[C:6]1[CH:11]=[CH:10][C:9]([NH2:12])=[CH:8][N:7]=1.CC(C)=O.Cl[C:19]([O:21][C:22]1[CH:27]=[CH:26][CH:25]=[CH:24][CH:23]=1)=[O:20], predict the reaction product. (5) Given the reactants [C:1]1([S:7]([N:10]2[C:14]3=[N:15][CH:16]=[C:17](Br)[CH:18]=[C:13]3[C:12]([C:20]3[CH:24]=[CH:23][O:22][CH:21]=3)=[CH:11]2)(=[O:9])=[O:8])[CH:6]=[CH:5][CH:4]=[CH:3][CH:2]=1.[CH:25]([Si:28]([CH:40]([CH3:42])[CH3:41])([CH:37]([CH3:39])[CH3:38])[N:29]1[CH:33]=[CH:32][C:31](B(O)O)=[CH:30]1)([CH3:27])[CH3:26].[Li+].[Cl-].C([O-])([O-])=O.[Na+].[Na+], predict the reaction product. The product is: [C:1]1([S:7]([N:10]2[C:14]3=[N:15][CH:16]=[C:17]([C:31]4[CH:32]=[CH:33][N:29]([Si:28]([CH:37]([CH3:39])[CH3:38])([CH:40]([CH3:42])[CH3:41])[CH:25]([CH3:26])[CH3:27])[CH:30]=4)[CH:18]=[C:13]3[C:12]([C:20]3[CH:24]=[CH:23][O:22][CH:21]=3)=[CH:11]2)(=[O:9])=[O:8])[CH:6]=[CH:5][CH:4]=[CH:3][CH:2]=1.